From a dataset of Retrosynthesis with 50K atom-mapped reactions and 10 reaction types from USPTO. Predict the reactants needed to synthesize the given product. (1) Given the product O=C(O)Cc1ccc(OCc2ccc3oc([N+](=O)[O-])c(-c4ccccc4)c3c2)cc1, predict the reactants needed to synthesize it. The reactants are: O=C(O)Cc1ccc(O)cc1.O=[N+]([O-])c1oc2ccc(CBr)cc2c1-c1ccccc1. (2) Given the product Cc1cc(OCc2cc(C(F)(F)F)nn2C)cc2scc(CC(=O)O)c12, predict the reactants needed to synthesize it. The reactants are: COC(=O)Cc1csc2cc(OCc3cc(C(F)(F)F)nn3C)cc(C)c12. (3) Given the product C=CCCc1ccccc1Br, predict the reactants needed to synthesize it. The reactants are: BrCc1ccccc1Br.C=CC[Mg+]. (4) Given the product COC(=O)C(Br)c1ccc2oc(Br)cc2c1, predict the reactants needed to synthesize it. The reactants are: COC(=O)Cc1ccc2oc(Br)cc2c1.O=C1CCC(=O)N1Br. (5) Given the product COC(C(=O)O)c1c(F)ccc(O)c1F, predict the reactants needed to synthesize it. The reactants are: CCOC(=O)C(OC)c1c(F)ccc(O)c1F. (6) Given the product CCCCCCO[C@H]1CC[C@H]2[C@@H]3CC[C@H]4N(C)C(=O)CC[C@]4(C)[C@H]3CC[C@]12C, predict the reactants needed to synthesize it. The reactants are: CCCCCCI.CN1C(=O)CC[C@]2(C)[C@H]3CC[C@]4(C)[C@@H](O)CC[C@H]4[C@@H]3CC[C@@H]12.